Dataset: Catalyst prediction with 721,799 reactions and 888 catalyst types from USPTO. Task: Predict which catalyst facilitates the given reaction. (1) Reactant: [CH3:1][O:2][CH2:3][C:4]#[CH:5].C[O:7][C:8]([C:10]1[C:15]([Cl:16])=[CH:14][C:13](Br)=[CH:12][N:11]=1)=[O:9].O. Product: [Cl:16][C:15]1[C:10]([C:8]([OH:9])=[O:7])=[N:11][CH:12]=[C:13]([C:5]#[C:4][CH2:3][O:2][CH3:1])[CH:14]=1. The catalyst class is: 540. (2) Reactant: Cl.[CH2:2]([N:4]1[N:8]=[N:7][C:6]([CH2:9][N:10]2[C:15]3[CH:16]=[C:17]([C:19]4[CH:24]=[CH:23][C:22]([F:25])=[CH:21][CH:20]=4)[S:18][C:14]=3[C:13](=[O:26])[N:12]([CH:27]3[CH2:32][CH2:31][NH:30][CH2:29][CH2:28]3)[C:11]2=[O:33])=[N:5]1)[CH3:3].[CH2:34]([O:36][C:37]1[C:46]([O:47][CH3:48])=[CH:45][C:44]2[C:43]([C:49]3[CH:50]=[C:51]([CH:55]=[CH:56][CH:57]=3)[C:52](O)=[O:53])=[N:42][C@@H:41]3[CH2:58][CH2:59][S:60][CH2:61][C@@H:40]3[C:39]=2[CH:38]=1)[CH3:35].CN(C(ON1N=NC2C=CC=CC1=2)=[N+](C)C)C.F[P-](F)(F)(F)(F)F.CCN(C(C)C)C(C)C. Product: [CH2:34]([O:36][C:37]1[C:46]([O:47][CH3:48])=[CH:45][C:44]2[C:43]([C:49]3[CH:50]=[C:51]([C:52]([N:30]4[CH2:31][CH2:32][CH:27]([N:12]5[C:13](=[O:26])[C:14]6[S:18][C:17]([C:19]7[CH:20]=[CH:21][C:22]([F:25])=[CH:23][CH:24]=7)=[CH:16][C:15]=6[N:10]([CH2:9][C:6]6[N:7]=[N:8][N:4]([CH2:2][CH3:3])[N:5]=6)[C:11]5=[O:33])[CH2:28][CH2:29]4)=[O:53])[CH:55]=[CH:56][CH:57]=3)=[N:42][C@@H:41]3[CH2:58][CH2:59][S:60][CH2:61][C@@H:40]3[C:39]=2[CH:38]=1)[CH3:35]. The catalyst class is: 59. (3) Reactant: [Br:1][C:2]1[CH:8]=[C:7]([CH3:9])[CH:6]=[C:5]([CH3:10])[C:3]=1[NH2:4].[Li]CCCC.Cl[Si:17]([CH3:28])([CH3:27])[CH:18]1[C:22]([CH3:23])=[C:21]([CH3:24])[C:20]([CH3:25])=[C:19]1[CH3:26]. Product: [Br:1][C:2]1[CH:8]=[C:7]([CH3:9])[CH:6]=[C:5]([CH3:10])[C:3]=1[NH:4][Si:17]([CH3:27])([CH3:28])[CH:18]1[C:22]([CH3:23])=[C:21]([CH3:24])[C:20]([CH3:25])=[C:19]1[CH3:26]. The catalyst class is: 1. (4) Reactant: [N:1]1[CH:2]=[C:3]([S:10][C:11]2[CH:20]=[CH:19][C:14]3[N:15]=[C:16]([NH2:18])[S:17][C:13]=3[CH:12]=2)[N:4]2[CH:9]=[CH:8][CH:7]=[N:6][C:5]=12.Cl.[CH3:22][N:23]1[CH2:28][CH2:27][N:26]([CH2:29][C:30](O)=[O:31])[CH2:25][CH2:24]1.Cl.CN(C)CCCN=C=NCC. Product: [N:1]1[CH:2]=[C:3]([S:10][C:11]2[CH:20]=[CH:19][C:14]3[N:15]=[C:16]([NH:18][C:30](=[O:31])[CH2:29][N:26]4[CH2:27][CH2:28][N:23]([CH3:22])[CH2:24][CH2:25]4)[S:17][C:13]=3[CH:12]=2)[N:4]2[CH:9]=[CH:8][CH:7]=[N:6][C:5]=12. The catalyst class is: 17. (5) Reactant: [Cl:1][C:2]1[C:7]([C:8](O)=[O:9])=[CH:6][N:5]=[C:4]([Cl:11])[CH:3]=1.C(Cl)(=O)C(Cl)=O.C[N:19](C=O)C. Product: [Cl:1][C:2]1[C:7]([C:8]([NH2:19])=[O:9])=[CH:6][N:5]=[C:4]([Cl:11])[CH:3]=1. The catalyst class is: 2.